Dataset: Full USPTO retrosynthesis dataset with 1.9M reactions from patents (1976-2016). Task: Predict the reactants needed to synthesize the given product. (1) The reactants are: [CH3:1][C:2](C)([O-])[CH3:3].[K+].[C:7]([O:11][C:12](=[O:43])[N:13]([C:22]1[S:23][C@:24]2([CH2:39][N:40]=[N+:41]=[N-:42])[C@H:26]([C@:27]([C:31]3[CH:36]=[C:35]([Br:37])[CH:34]=[CH:33][C:32]=3[F:38])([CH2:29][F:30])[N:28]=1)[CH2:25]2)[CH2:14][O:15][CH2:16][CH2:17][Si:18]([CH3:21])([CH3:20])[CH3:19])([CH3:10])([CH3:9])[CH3:8].CC(C)=O.C([O-])(O)=O.[Na+]. Given the product [C:7]([O:11][C:12](=[O:43])[N:13]([C:22]1[S:23][C@:24]2([CH2:39][N:40]3[C:2]([CH3:3])=[CH:1][N:42]=[N:41]3)[C@H:26]([C@:27]([C:31]3[CH:36]=[C:35]([Br:37])[CH:34]=[CH:33][C:32]=3[F:38])([CH2:29][F:30])[N:28]=1)[CH2:25]2)[CH2:14][O:15][CH2:16][CH2:17][Si:18]([CH3:19])([CH3:21])[CH3:20])([CH3:10])([CH3:8])[CH3:9], predict the reactants needed to synthesize it. (2) Given the product [NH2:17][C:13]1[CH:12]=[C:11]2[C:16](=[CH:15][CH:14]=1)[N:8]([C:6]([O:5][C:1]([CH3:3])([CH3:2])[CH3:4])=[O:7])[N:9]=[C:10]2[CH3:20], predict the reactants needed to synthesize it. The reactants are: [C:1]([O:5][C:6]([N:8]1[C:16]2[C:11](=[CH:12][C:13]([N+:17]([O-])=O)=[CH:14][CH:15]=2)[C:10]([CH3:20])=[N:9]1)=[O:7])([CH3:4])([CH3:3])[CH3:2].C([O-])=O.[NH4+]. (3) Given the product [C:35]([N:43]1[CH2:47][CH2:46][CH2:45][CH:44]1[C:48]([NH:8][C@H:9]([C:19]1[C:24]([C:25]2[CH:26]=[CH:27][C:28]([F:34])=[C:29]([C:30](=[O:31])[NH2:32])[CH:33]=2)=[CH:23][CH:22]=[CH:21][N:20]=1)[CH2:10][C:11]1[CH:12]=[C:13]([F:18])[CH:14]=[C:15]([F:17])[CH:16]=1)=[O:49])(=[O:42])[C:36]1[CH:37]=[CH:38][CH:39]=[CH:40][CH:41]=1, predict the reactants needed to synthesize it. The reactants are: FC(F)(F)C(O)=O.[NH2:8][C@H:9]([C:19]1[C:24]([C:25]2[CH:26]=[CH:27][C:28]([F:34])=[C:29]([CH:33]=2)[C:30]([NH2:32])=[O:31])=[CH:23][CH:22]=[CH:21][N:20]=1)[CH2:10][C:11]1[CH:16]=[C:15]([F:17])[CH:14]=[C:13]([F:18])[CH:12]=1.[C:35]([N:43]1[CH2:47][CH2:46][CH2:45][CH:44]1[C:48](O)=[O:49])(=[O:42])[C:36]1[CH:41]=[CH:40][CH:39]=[CH:38][CH:37]=1. (4) Given the product [Br:1][C:2]1[CH:3]=[C:4]([C:7]([O:9][CH2:10][CH3:11])=[O:8])[NH:5][C:6]=1[C:17]#[N:16], predict the reactants needed to synthesize it. The reactants are: [Br:1][C:2]1[CH:3]=[C:4]([C:7]([O:9][CH2:10][CH3:11])=[O:8])[NH:5][CH:6]=1.ClS([N:16]=[C:17]=O)(=O)=O.